Dataset: Catalyst prediction with 721,799 reactions and 888 catalyst types from USPTO. Task: Predict which catalyst facilitates the given reaction. (1) Reactant: Cl[C:2]1[N:7]=[C:6]([C:8]2[CH:20]=[CH:19][C:11]3[N:12]=[C:13]([NH:15][C:16](=[O:18])[CH3:17])[S:14][C:10]=3[CH:9]=2)[CH:5]=[CH:4][N:3]=1.C([N:24]([CH:27]([CH3:29])[CH3:28])[CH2:25][CH3:26])(C)C.CS(C)=O. Product: [C:9]1([CH3:10])[CH:8]=[CH:6][CH:5]=[CH:4][C:29]=1[CH:27]1[CH2:28][CH2:26][CH2:25][N:24]1[C:2]1[N:7]=[C:6]([C:8]2[CH:20]=[CH:19][C:11]3[N:12]=[C:13]([NH:15][C:16](=[O:18])[CH3:17])[S:14][C:10]=3[CH:9]=2)[CH:5]=[CH:4][N:3]=1. The catalyst class is: 6. (2) Reactant: [NH2:1][CH2:2][C:3]1[CH:9]=[CH:8][C:7]([O:10][CH3:11])=[CH:6][C:4]=1[NH2:5].[C:12](C1NC=CN=1)(C1NC=CN=1)=[O:13]. The catalyst class is: 1. Product: [CH3:11][O:10][C:7]1[CH:6]=[C:4]2[C:3]([CH2:2][NH:1][C:12](=[O:13])[NH:5]2)=[CH:9][CH:8]=1. (3) Reactant: [F:1][C:2]1[C:3]([O:23]COCCOC)=[C:4]([CH:18]=[CH:19][C:20](=[O:22])[CH3:21])[CH:5]=[C:6]([CH:9]2[CH2:14][CH2:13][CH:12]([CH2:15][CH2:16][CH3:17])[CH2:11][CH2:10]2)[C:7]=1[F:8]. Product: [F:1][C:2]1[C:7]([F:8])=[C:6]([CH:9]2[CH2:10][CH2:11][CH:12]([CH2:15][CH2:16][CH3:17])[CH2:13][CH2:14]2)[CH:5]=[C:4]([CH2:18][CH2:19][CH:20]([OH:22])[CH3:21])[C:3]=1[OH:23]. The catalyst class is: 7. (4) Reactant: [C:1]([C:5]1[N:6]=[C:7]2[CH:12]=[C:11]([NH:13][CH3:14])[CH:10]=[CH:9][N:8]2[C:15]=1[CH2:16][CH:17]1[CH2:22][CH2:21][CH2:20][CH2:19][CH2:18]1)([CH3:4])([CH3:3])[CH3:2].[C:23](Cl)(=[O:28])[CH2:24][CH:25]([CH3:27])[CH3:26].C(N(CC)CC)C. Product: [C:1]([C:5]1[N:6]=[C:7]2[CH:12]=[C:11]([N:13]([CH3:14])[C:23](=[O:28])[CH2:24][CH:25]([CH3:27])[CH3:26])[CH:10]=[CH:9][N:8]2[C:15]=1[CH2:16][CH:17]1[CH2:18][CH2:19][CH2:20][CH2:21][CH2:22]1)([CH3:4])([CH3:2])[CH3:3]. The catalyst class is: 4. (5) Reactant: [CH3:1][O:2][C:3]1[CH:8]=[C:7]([CH3:9])[CH:6]=[CH:5][C:4]=1[OH:10].[CH2:11](Br)[C:12]1[CH:17]=[CH:16][CH:15]=[CH:14][CH:13]=1.C([O-])([O-])=O.[K+].[K+]. Product: [CH2:11]([O:10][C:4]1[CH:5]=[CH:6][C:7]([CH3:9])=[CH:8][C:3]=1[O:2][CH3:1])[C:12]1[CH:17]=[CH:16][CH:15]=[CH:14][CH:13]=1. The catalyst class is: 10. (6) Reactant: [O:1]=[C:2]1[N:7]([CH2:8][C:9]([F:12])([F:11])[F:10])[CH2:6][CH2:5][N:4](C(OC(C)(C)C)=O)[CH2:3]1.C(O)(C(F)(F)F)=O. Product: [F:12][C:9]([F:10])([F:11])[CH2:8][N:7]1[CH2:6][CH2:5][NH:4][CH2:3][C:2]1=[O:1]. The catalyst class is: 2.